Dataset: Reaction yield outcomes from USPTO patents with 853,638 reactions. Task: Predict the reaction yield, written as a fraction of the theoretical maximum amount of product (1.0 means a 100% yield; for example, 0.34 means a 34% yield). (1) The reactants are C([O:8][C:9]1[CH:14]=[CH:13][C:12]([C:15]2[O:19][N:18]=[C:17]([C:20]3[CH:25]=[CH:24][C:23]([O:26][CH3:27])=[CH:22][CH:21]=3)[N:16]=2)=[CH:11][CH:10]=1)C1C=CC=CC=1. The catalyst is CO.C1COCC1.[Pd]. The product is [CH3:27][O:26][C:23]1[CH:22]=[CH:21][C:20]([C:17]2[N:16]=[C:15]([C:12]3[CH:13]=[CH:14][C:9]([OH:8])=[CH:10][CH:11]=3)[O:19][N:18]=2)=[CH:25][CH:24]=1. The yield is 0.0900. (2) The reactants are C(Cl)CCl.[NH2:5][C:6]1[N:11]=[CH:10][C:9](/[CH:12]=[CH:13]/[C:14]([OH:16])=O)=[CH:8][CH:7]=1.[CH:17]([N:20]1[C:28]2[C:23](=[CH:24][CH:25]=[CH:26][CH:27]=2)[C:22]([CH2:29][NH:30][CH3:31])=[CH:21]1)([CH3:19])[CH3:18].C1C=CC2N(O)N=NC=2C=1.O.C(N(C(C)C)CC)(C)C. The catalyst is CN(C=O)C. The product is [NH2:5][C:6]1[N:11]=[CH:10][C:9](/[CH:12]=[CH:13]/[C:14]([N:30]([CH2:29][C:22]2[C:23]3[C:28](=[CH:27][CH:26]=[CH:25][CH:24]=3)[N:20]([CH:17]([CH3:19])[CH3:18])[CH:21]=2)[CH3:31])=[O:16])=[CH:8][CH:7]=1. The yield is 0.580. (3) The reactants are [F:1][C:2]1[CH:3]=[C:4]([C@@:12]([NH:34][S@@](C(C)(C)C)=O)([C:20]2[CH:25]=[C:24]([O:26][C:27]([F:32])([F:31])[CH:28]([F:30])[F:29])[CH:23]=[C:22]([F:33])[CH:21]=2)[CH2:13][C:14]2[CH:19]=[CH:18][CH:17]=[CH:16][CH:15]=2)[CH:5]=[CH:6][C:7]=1[O:8][CH:9]([CH3:11])[CH3:10].Cl. The catalyst is CO.CCOCC. The product is [F:1][C:2]1[CH:3]=[C:4]([C@:12]([C:20]2[CH:25]=[C:24]([O:26][C:27]([F:31])([F:32])[CH:28]([F:29])[F:30])[CH:23]=[C:22]([F:33])[CH:21]=2)([NH2:34])[CH2:13][C:14]2[CH:19]=[CH:18][CH:17]=[CH:16][CH:15]=2)[CH:5]=[CH:6][C:7]=1[O:8][CH:9]([CH3:11])[CH3:10]. The yield is 1.00. (4) The reactants are [C:1](Cl)(=[O:3])[CH3:2].[N+:5]([C:8]1[CH:9]=[CH:10][C:11]2[O:16][CH2:15][CH2:14][NH:13][C:12]=2[CH:17]=1)([O-:7])=[O:6].C([O-])(O)=O.[Na+]. The catalyst is C(Cl)Cl. The product is [C:1]([N:13]1[C:12]2[CH:17]=[C:8]([N+:5]([O-:7])=[O:6])[CH:9]=[CH:10][C:11]=2[O:16][CH2:15][CH2:14]1)(=[O:3])[CH3:2]. The yield is 0.900.